Regression. Given two drug SMILES strings and cell line genomic features, predict the synergy score measuring deviation from expected non-interaction effect. From a dataset of NCI-60 drug combinations with 297,098 pairs across 59 cell lines. (1) Drug 1: C1=NC(=NC(=O)N1C2C(C(C(O2)CO)O)O)N. Drug 2: CNC(=O)C1=NC=CC(=C1)OC2=CC=C(C=C2)NC(=O)NC3=CC(=C(C=C3)Cl)C(F)(F)F. Cell line: KM12. Synergy scores: CSS=25.3, Synergy_ZIP=-5.72, Synergy_Bliss=-1.77, Synergy_Loewe=-35.8, Synergy_HSA=-2.09. (2) Drug 1: CN(C)N=NC1=C(NC=N1)C(=O)N. Drug 2: C(CCl)NC(=O)N(CCCl)N=O. Cell line: NCI-H522. Synergy scores: CSS=5.02, Synergy_ZIP=-2.50, Synergy_Bliss=-0.638, Synergy_Loewe=-2.37, Synergy_HSA=-1.73. (3) Drug 1: CC12CCC3C(C1CCC2O)C(CC4=C3C=CC(=C4)O)CCCCCCCCCS(=O)CCCC(C(F)(F)F)(F)F. Drug 2: COC1=NC(=NC2=C1N=CN2C3C(C(C(O3)CO)O)O)N. Cell line: SF-539. Synergy scores: CSS=-3.66, Synergy_ZIP=2.95, Synergy_Bliss=1.52, Synergy_Loewe=-2.84, Synergy_HSA=-3.57. (4) Cell line: HL-60(TB). Drug 1: C1CCC(C1)C(CC#N)N2C=C(C=N2)C3=C4C=CNC4=NC=N3. Synergy scores: CSS=34.1, Synergy_ZIP=6.71, Synergy_Bliss=2.66, Synergy_Loewe=-70.6, Synergy_HSA=-5.60. Drug 2: CCC1(CC2CC(C3=C(CCN(C2)C1)C4=CC=CC=C4N3)(C5=C(C=C6C(=C5)C78CCN9C7C(C=CC9)(C(C(C8N6C)(C(=O)OC)O)OC(=O)C)CC)OC)C(=O)OC)O.OS(=O)(=O)O. (5) Drug 1: CNC(=O)C1=CC=CC=C1SC2=CC3=C(C=C2)C(=NN3)C=CC4=CC=CC=N4. Drug 2: CC1C(C(CC(O1)OC2CC(CC3=C2C(=C4C(=C3O)C(=O)C5=C(C4=O)C(=CC=C5)OC)O)(C(=O)CO)O)N)O.Cl. Cell line: SN12C. Synergy scores: CSS=34.0, Synergy_ZIP=-2.65, Synergy_Bliss=-6.19, Synergy_Loewe=-8.97, Synergy_HSA=-4.90.